From a dataset of Full USPTO retrosynthesis dataset with 1.9M reactions from patents (1976-2016). Predict the reactants needed to synthesize the given product. (1) Given the product [NH:22]1[C:23]2[C:19](=[CH:18][C:17]([NH:16][CH:6]3[CH2:5][CH2:4][N:3]([CH2:8][CH2:9][C:10]4[CH:15]=[CH:14][CH:13]=[CH:12][CH:11]=4)[CH2:2][CH2:1]3)=[CH:25][CH:24]=2)[CH:20]=[N:21]1, predict the reactants needed to synthesize it. The reactants are: [CH2:1]1[C:6](=O)[CH2:5][CH2:4][N:3]([CH2:8][CH2:9][C:10]2[CH:15]=[CH:14][CH:13]=[CH:12][CH:11]=2)[CH2:2]1.[NH2:16][C:17]1[CH:18]=[C:19]2[C:23](=[CH:24][CH:25]=1)[NH:22][N:21]=[CH:20]2.C(O)(=O)C.C(=O)([O-])O.[Na+]. (2) The reactants are: [C:1]1([C:7]([C:15]2[CH:20]=[CH:19][CH:18]=[CH:17][CH:16]=2)([CH:9]2[CH2:14][CH2:13][NH:12][CH2:11][CH2:10]2)[OH:8])[CH:6]=[CH:5][CH:4]=[CH:3][CH:2]=1.[C:21]([O:24][C@@H:25]([C:30]1[CH:35]=[CH:34][C:33]([C:36]([CH3:39])([CH3:38])[CH3:37])=[CH:32][CH:31]=1)[CH2:26][CH2:27][CH2:28]Cl)(=[O:23])[CH3:22].C(=O)([O-])[O-].[K+].[K+]. Given the product [C:21]([O:24][C@@H:25]([C:30]1[CH:35]=[CH:34][C:33]([C:36]([CH3:37])([CH3:39])[CH3:38])=[CH:32][CH:31]=1)[CH2:26][CH2:27][CH2:28][N:12]1[CH2:13][CH2:14][CH:9]([C:7]([OH:8])([C:15]2[CH:20]=[CH:19][CH:18]=[CH:17][CH:16]=2)[C:1]2[CH:2]=[CH:3][CH:4]=[CH:5][CH:6]=2)[CH2:10][CH2:11]1)(=[O:23])[CH3:22], predict the reactants needed to synthesize it. (3) Given the product [Br:11][C:12]1[N:17]=[C:16]([O:18][CH3:19])[C:15]([NH:20][CH:8]=[O:10])=[CH:14][CH:13]=1, predict the reactants needed to synthesize it. The reactants are: C(OC(=O)C)(=O)C.[CH:8]([OH:10])=O.[Br:11][C:12]1[N:17]=[C:16]([O:18][CH3:19])[C:15]([NH2:20])=[CH:14][CH:13]=1. (4) Given the product [OH:31][C:6]1[CH:5]=[CH:4][C:3]([O:2][CH3:1])=[CH:8][C:7]=1[C:9]([C:11]1[CH:12]=[CH:13][C:14]([O:17][CH2:18][C:19]2[N:20]=[C:21]([C:25]3[CH:30]=[CH:29][CH:28]=[CH:27][CH:26]=3)[O:22][C:23]=2[CH3:24])=[CH:15][CH:16]=1)=[O:10], predict the reactants needed to synthesize it. The reactants are: [CH3:1][O:2][C:3]1[CH:4]=[CH:5][C:6]([O:31]COC)=[C:7]([C:9]([C:11]2[CH:16]=[CH:15][C:14]([O:17][CH2:18][C:19]3[N:20]=[C:21]([C:25]4[CH:30]=[CH:29][CH:28]=[CH:27][CH:26]=4)[O:22][C:23]=3[CH3:24])=[CH:13][CH:12]=2)=[O:10])[CH:8]=1.Cl. (5) Given the product [Cl:27][C:12]1[C:13]([NH:17][C:18](=[O:26])[CH2:19][CH2:20][CH:21]2[CH2:22][CH2:23][CH2:24][CH2:25]2)=[C:14]2[C:9](=[CH:10][CH:11]=1)[N:8]=[C:7]([N:4]1[CH2:5][CH2:6][C@H:2]([NH:1][CH2:35][CH2:34][O:33][Si:32]([C:29]([CH3:31])([CH3:30])[CH3:28])([CH3:38])[CH3:37])[CH2:3]1)[CH:16]=[CH:15]2, predict the reactants needed to synthesize it. The reactants are: [NH2:1][C@H:2]1[CH2:6][CH2:5][N:4]([C:7]2[CH:16]=[CH:15][C:14]3[C:9](=[CH:10][CH:11]=[C:12]([Cl:27])[C:13]=3[NH:17][C:18](=[O:26])[CH2:19][CH2:20][CH:21]3[CH2:25][CH2:24][CH2:23][CH2:22]3)[N:8]=2)[CH2:3]1.[CH3:28][C:29]([Si:32]([CH3:38])([CH3:37])[O:33][CH2:34][CH:35]=O)([CH3:31])[CH3:30]. (6) Given the product [CH3:8][C:3]1[C:4](=[O:7])[CH2:5][CH2:6][C:2]=1[C:11]1[CH:10]=[N:9][CH:14]=[CH:13][CH:12]=1, predict the reactants needed to synthesize it. The reactants are: Br[C:2]1[CH2:6][CH2:5][C:4](=[O:7])[C:3]=1[CH3:8].[N:9]1[CH:14]=[CH:13][CH:12]=[C:11](B(O)O)[CH:10]=1. (7) Given the product [S:40]1[CH:44]=[CH:43][N:42]=[C:41]1[NH:45][C:3]([C:5]1[C:6](=[O:38])[C:7]2[CH:12]=[N:11][C:10]([NH:13][C:14]3[CH:15]=[CH:16][C:17]([CH2:20][CH2:21][N:22]4[CH2:23][CH2:24][CH2:25][CH2:26]4)=[CH:18][CH:19]=3)=[N:9][C:8]=2[N:27]([C:29]2[CH:30]=[C:31]3[C:35](=[CH:36][CH:37]=2)[CH2:34][CH2:33][CH2:32]3)[CH:28]=1)=[O:4], predict the reactants needed to synthesize it. The reactants are: CO[C:3]([C:5]1[C:6](=[O:38])[C:7]2[CH:12]=[N:11][C:10]([NH:13][C:14]3[CH:19]=[CH:18][C:17]([CH2:20][CH2:21][N:22]4[CH2:26][CH2:25][CH2:24][CH2:23]4)=[CH:16][CH:15]=3)=[N:9][C:8]=2[N:27]([C:29]2[CH:30]=[C:31]3[C:35](=[CH:36][CH:37]=2)[CH2:34][CH2:33][CH2:32]3)[CH:28]=1)=[O:4].Cl.[S:40]1[CH:44]=[CH:43][N:42]=[C:41]1[NH2:45].CO.